Predict the product of the given reaction. From a dataset of Forward reaction prediction with 1.9M reactions from USPTO patents (1976-2016). (1) Given the reactants [BH4-].[CH3:2][N:3]1[C:7]([C:8]2[CH:13]=[CH:12][N:11]=[CH:10][CH:9]=2)=[N:6][N:5]=[C:4]1[SH:14].I[C:16]1[CH:35]=[CH:34][C:19]([CH2:20][NH:21][C:22]2[CH:27]=[CH:26][C:25]([CH2:28][C:29]([O:31][CH2:32][CH3:33])=[O:30])=[CH:24][CH:23]=2)=[C:18]([O:36][CH2:37][CH2:38][CH3:39])[CH:17]=1, predict the reaction product. The product is: [CH2:32]([O:31][C:29](=[O:30])[CH2:28][C:25]1[CH:26]=[CH:27][C:22]([NH:21][CH2:20][C:19]2[CH:34]=[CH:35][C:16]([S:14][C:4]3[N:3]([CH3:2])[C:7]([C:8]4[CH:13]=[CH:12][N:11]=[CH:10][CH:9]=4)=[N:6][N:5]=3)=[CH:17][C:18]=2[O:36][CH2:37][CH2:38][CH3:39])=[CH:23][CH:24]=1)[CH3:33]. (2) Given the reactants [N+:1]([C:4]1[CH:22]=[CH:21][C:7]([O:8][C:9]2[CH:14]=[CH:13][N:12]=[CH:11][C:10]=2[C:15]2[CH:20]=[CH:19][CH:18]=[CH:17][CH:16]=2)=[CH:6][CH:5]=1)([O-])=O.[Cl-].[NH4+].C(O)C.CN(C)C=O, predict the reaction product. The product is: [C:15]1([C:10]2[CH:11]=[N:12][CH:13]=[CH:14][C:9]=2[O:8][C:7]2[CH:6]=[CH:5][C:4]([NH2:1])=[CH:22][CH:21]=2)[CH:16]=[CH:17][CH:18]=[CH:19][CH:20]=1. (3) Given the reactants [C:1]1([NH:7][C:8]2[C:13]([NH2:14])=[C:12]([C:15]3[CH:20]=[CH:19][CH:18]=[CH:17][CH:16]=3)[CH:11]=[CH:10][N:9]=2)[CH:6]=[CH:5][CH:4]=[CH:3][CH:2]=1.[CH:21](O)(C)[CH3:22], predict the reaction product. The product is: [CH3:21][C:22]1[N:7]([C:1]2[CH:6]=[CH:5][CH:4]=[CH:3][CH:2]=2)[C:8]2=[N:9][CH:10]=[CH:11][C:12]([C:15]3[CH:16]=[CH:17][CH:18]=[CH:19][CH:20]=3)=[C:13]2[N:14]=1. (4) Given the reactants Cl.[NH2:2][CH:3]([C:7]1[CH:12]=[CH:11][CH:10]=[CH:9][CH:8]=1)[C:4]([CH3:6])=O.[Cl:13][C:14]1[CH:19]=[CH:18][CH:17]=[C:16]([Cl:20])[C:15]=1[NH:21][C:22]#[N:23].C(N(CC)CC)C, predict the reaction product. The product is: [ClH:13].[Cl:13][C:14]1[CH:19]=[CH:18][CH:17]=[C:16]([Cl:20])[C:15]=1[NH:21][C:22]1[NH:2][C:3]([C:7]2[CH:12]=[CH:11][CH:10]=[CH:9][CH:8]=2)=[C:4]([CH3:6])[N:23]=1. (5) Given the reactants [NH2:1][CH:2]([C:7]1([CH2:14][CH3:15])[CH2:12][CH2:11][CH:10]([OH:13])[CH2:9][CH2:8]1)[CH2:3][CH2:4][O:5][CH3:6].[Cl:16][C:17]1[CH:26]=[C:25]2[C:20]([CH:21]=[CH:22][N:23]=[C:24]2[O:27]C)=[CH:19][C:18]=1F.Cl, predict the reaction product. The product is: [NH2:1][CH:2]([C:7]1([CH2:14][CH3:15])[CH2:12][CH2:11][CH:10]([O:13][C:18]2[CH:19]=[C:20]3[C:25](=[CH:26][C:17]=2[Cl:16])[C:24](=[O:27])[NH:23][CH:22]=[CH:21]3)[CH2:9][CH2:8]1)[CH2:3][CH2:4][O:5][CH3:6].